Dataset: Catalyst prediction with 721,799 reactions and 888 catalyst types from USPTO. Task: Predict which catalyst facilitates the given reaction. (1) Reactant: Br[C:2]1[C:3]([CH3:14])=[CH:4][C:5]([C:8]2[CH:13]=[CH:12][CH:11]=[CH:10][CH:9]=2)=[N:6][CH:7]=1.CNC1CCCCC1NC.[I-:25].[Na+]. Product: [I:25][C:2]1[C:3]([CH3:14])=[CH:4][C:5]([C:8]2[CH:13]=[CH:12][CH:11]=[CH:10][CH:9]=2)=[N:6][CH:7]=1. The catalyst class is: 321. (2) Reactant: [CH3:1][S:2](Cl)(=[O:4])=[O:3].[OH:6][CH2:7][CH2:8][O:9][C:10]1[CH:15]=[CH:14][C:13]([C:16]2[N:21]=[C:20]([C:22]#[N:23])[C:19]3[N:24]=[N:25][N:26]([CH3:27])[C:18]=3[CH:17]=2)=[CH:12][C:11]=1[C:28]([F:31])([F:30])[F:29].C(N(C(C)C)CC)(C)C.CO. Product: [CH3:1][S:2]([O:6][CH2:7][CH2:8][O:9][C:10]1[CH:15]=[CH:14][C:13]([C:16]2[N:21]=[C:20]([C:22]#[N:23])[C:19]3[N:24]=[N:25][N:26]([CH3:27])[C:18]=3[CH:17]=2)=[CH:12][C:11]=1[C:28]([F:30])([F:29])[F:31])(=[O:4])=[O:3]. The catalyst class is: 6. (3) Product: [F:12][C:13]1[CH:14]=[C:15]([CH:18]=[CH:19][CH:20]=1)[CH2:16][O:11][C:3]1[CH:4]=[CH:5][C:6]([N+:8]([O-:10])=[O:9])=[CH:7][C:2]=1[Cl:1]. The catalyst class is: 6. Reactant: [Cl:1][C:2]1[CH:7]=[C:6]([N+:8]([O-:10])=[O:9])[CH:5]=[CH:4][C:3]=1[OH:11].[F:12][C:13]1[CH:14]=[C:15]([CH:18]=[CH:19][CH:20]=1)[CH2:16]Br.C(#N)C.C(=O)([O-])[O-].[K+].[K+]. (4) Reactant: [F:1][C:2]1[CH:7]=[CH:6][C:5]([C:8]2[O:9][C:10]3[CH:20]=[C:19]([N:21]([CH3:26])[S:22]([CH3:25])(=[O:24])=[O:23])[C:18]([C@@H:27]4[CH2:32][CH2:31][CH2:30][NH:29][CH2:28]4)=[CH:17][C:11]=3[C:12]=2[C:13]([NH:15][CH3:16])=[O:14])=[CH:4][CH:3]=1.[F:33][C:34]1[CH:35]=[CH:36][CH:37]=[C:38]2[C:42]=1[NH:41][C:40]([C:43](O)=[O:44])=[C:39]2[CH3:46].C(N(CC)C(C)C)(C)C.CN(C)CCCN=C=NCC. Product: [F:33][C:34]1[CH:35]=[CH:36][CH:37]=[C:38]2[C:42]=1[NH:41][C:40]([C:43]([N:29]1[CH2:30][CH2:31][CH2:32][C@@H:27]([C:18]3[C:19]([N:21]([CH3:26])[S:22]([CH3:25])(=[O:24])=[O:23])=[CH:20][C:10]4[O:9][C:8]([C:5]5[CH:6]=[CH:7][C:2]([F:1])=[CH:3][CH:4]=5)=[C:12]([C:13]([NH:15][CH3:16])=[O:14])[C:11]=4[CH:17]=3)[CH2:28]1)=[O:44])=[C:39]2[CH3:46]. The catalyst class is: 79. (5) Reactant: Cl.[CH3:2][CH:3]([C:5]1[S:21][C:8]2[N:9]=[CH:10][N:11]=[C:12]([O:13][CH:14]3[CH2:19][CH2:18][CH:17]([NH2:20])[CH2:16][CH2:15]3)[C:7]=2[CH:6]=1)[CH3:4]. Product: [CH3:4][CH:3]([C:5]1[S:21][C:8]2[N:9]=[CH:10][N:11]=[C:12]([O:13][CH:14]3[CH2:19][CH2:18][CH:17]([NH2:20])[CH2:16][CH2:15]3)[C:7]=2[CH:6]=1)[CH3:2]. The catalyst class is: 106. (6) Reactant: [CH3:1][O:2][C:3]1[CH:8]=[CH:7][C:6]([N+:9]([O-:11])=[O:10])=[CH:5][C:4]=1[C:12]1[N:16]([CH3:17])[N:15]=[CH:14][CH:13]=1.[B-](F)(F)(F)[F:19].[B-](F)(F)(F)F.C1[N+]2(CCl)CC[N+](F)(CC2)C1. Product: [F:19][C:13]1[CH:14]=[N:15][N:16]([CH3:17])[C:12]=1[C:4]1[CH:5]=[C:6]([N+:9]([O-:11])=[O:10])[CH:7]=[CH:8][C:3]=1[O:2][CH3:1]. The catalyst class is: 10.